From a dataset of Full USPTO retrosynthesis dataset with 1.9M reactions from patents (1976-2016). Predict the reactants needed to synthesize the given product. (1) Given the product [C:34]([Si:37]([O:6][CH2:7][C:8]1[CH:9]=[C:10]([CH:11]=[CH:27][N+:24]([O-:26])=[O:25])[CH:13]=[CH:14][C:15]=1[Cl:16])([CH3:39])[CH3:38])([CH3:36])([CH3:35])[CH3:33], predict the reactants needed to synthesize it. The reactants are: C([SiH2][O:6][C:7](C)(C)[C:8]1[CH:9]=[C:10]([CH:13]=[CH:14][C:15]=1[Cl:16])[CH:11]=O)(C)(C)C.C([O-])(=O)C.[NH4+].[N+:24]([CH3:27])([O-:26])=[O:25].N1C=CN=C1.[CH3:33][C:34]([Si:37](Cl)([CH3:39])[CH3:38])([CH3:36])[CH3:35].[NH4+].[Cl-]. (2) Given the product [CH3:1][O:2][C:3]([CH:5]1[N:10]([C:19]2[CH:24]=[CH:23][C:22]([Cl:25])=[C:21]([O:26][CH3:27])[CH:20]=2)[CH2:9][CH2:8][N:7]([C:11]([O:13][C:14]([CH3:17])([CH3:16])[CH3:15])=[O:12])[CH2:6]1)=[O:4], predict the reactants needed to synthesize it. The reactants are: [CH3:1][O:2][C:3]([CH:5]1[NH:10][CH2:9][CH2:8][N:7]([C:11]([O:13][C:14]([CH3:17])([CH3:16])[CH3:15])=[O:12])[CH2:6]1)=[O:4].Br[C:19]1[CH:24]=[CH:23][C:22]([Cl:25])=[C:21]([O:26][CH3:27])[CH:20]=1.C(P(C(C)(C)C)C1C=CC=CC=1C1C=CC=CC=1)(C)(C)C.CC(C)([O-])C.[Na+]. (3) Given the product [C:28]1([S:25]([C:24]2[C:4]3[C:3](=[CH:23][CH:22]=[C:6]([O:7][CH2:8][CH2:9][CH2:10][O:11][S:12]([C:15]4[CH:20]=[CH:19][C:18]([CH3:21])=[CH:17][CH:16]=4)(=[O:13])=[O:14])[CH:5]=3)[NH:2][N:38]=2)(=[O:26])=[O:27])[C:37]2[C:32](=[CH:33][CH:34]=[CH:35][CH:36]=2)[CH:31]=[CH:30][CH:29]=1, predict the reactants needed to synthesize it. The reactants are: Cl.[NH2:2][C:3]1[CH:23]=[CH:22][C:6]([O:7][CH2:8][CH2:9][CH2:10][O:11][S:12]([C:15]2[CH:20]=[CH:19][C:18]([CH3:21])=[CH:17][CH:16]=2)(=[O:14])=[O:13])=[CH:5][C:4]=1[CH2:24][S:25]([C:28]1[C:37]2[C:32](=[CH:33][CH:34]=[CH:35][CH:36]=2)[CH:31]=[CH:30][CH:29]=1)(=[O:27])=[O:26].[N:38]([O-])=O.[Na+].C(=O)([O-])[O-].[Na+].[Na+]. (4) Given the product [C:13]([C:17]1[N:21]([CH2:22][CH:23]2[CH2:24][CH2:25][O:26][CH2:27][CH2:28]2)[C:20]2[CH:29]=[CH:30][C:31]([S:33]([N:8]3[CH:9]=[CH:10][C:6]([C:4]([NH:3][CH2:1][CH3:2])=[O:5])=[CH:7]3)(=[O:34])=[O:35])=[CH:32][C:19]=2[N:18]=1)([CH3:16])([CH3:14])[CH3:15], predict the reactants needed to synthesize it. The reactants are: [CH2:1]([NH:3][C:4]([C:6]1[CH:10]=[CH:9][NH:8][CH:7]=1)=[O:5])[CH3:2].[H-].[Na+].[C:13]([C:17]1[N:21]([CH2:22][CH:23]2[CH2:28][CH2:27][O:26][CH2:25][CH2:24]2)[C:20]2[CH:29]=[CH:30][C:31]([S:33](Cl)(=[O:35])=[O:34])=[CH:32][C:19]=2[N:18]=1)([CH3:16])([CH3:15])[CH3:14]. (5) The reactants are: [CH2:1]([O:3][C:4]1[CH:5]=[C:6](/[CH:13]=[CH:14]/[N:15](C)C)[CH:7]=[CH:8][C:9]=1[N+:10]([O-:12])=[O:11])[CH3:2].NOS(O)(=O)=O. Given the product [CH2:1]([O:3][C:4]1[CH:5]=[C:6]([CH2:13][C:14]#[N:15])[CH:7]=[CH:8][C:9]=1[N+:10]([O-:12])=[O:11])[CH3:2], predict the reactants needed to synthesize it. (6) Given the product [CH3:3][O:4][C:5]([C:7]1[N:8]([C:35]2[CH:40]=[CH:39][CH:38]=[CH:37][CH:36]=2)[C:9]2[C:14]([C:15](=[O:33])[C:16]=1[CH2:17][C:18]1[CH:19]=[CH:20][C:21]([S:24]([N:27]3[CH2:32][CH2:31][NH:30][CH2:29][CH2:28]3)(=[O:26])=[O:25])=[CH:22][CH:23]=1)=[CH:13][CH:12]=[C:11]([Cl:34])[CH:10]=2)=[O:6], predict the reactants needed to synthesize it. The reactants are: Cl.Cl.[CH3:3][O:4][C:5]([C:7]1[N:8]([C:35]2[CH:40]=[CH:39][CH:38]=[CH:37][CH:36]=2)[C:9]2[C:14]([C:15](=[O:33])[C:16]=1[CH2:17][C:18]1[CH:23]=[CH:22][C:21]([S:24]([N:27]3[CH2:32][CH2:31][NH:30][CH2:29][CH2:28]3)(=[O:26])=[O:25])=[CH:20][CH:19]=1)=[CH:13][CH:12]=[C:11]([Cl:34])[CH:10]=2)=[O:6].Cl. (7) Given the product [N:1]1([CH2:7][CH2:8][NH:9][C:10]([C:12]2[NH:13][C:14]([CH:18]=[C:19]3[C:27]4[C:26]([N:34]5[CH2:35][CH2:36][N:31]([CH3:30])[CH2:32][CH2:33]5)=[N:25][CH:24]=[N:23][C:22]=4[NH:21][C:20]3=[O:29])=[C:15]([CH3:17])[CH:16]=2)=[O:11])[CH2:6][CH2:5][O:4][CH2:3][CH2:2]1, predict the reactants needed to synthesize it. The reactants are: [N:1]1([CH2:7][CH2:8][NH:9][C:10]([C:12]2[NH:13][C:14]([CH:18]=[C:19]3[C:27]4[C:26](Cl)=[N:25][CH:24]=[N:23][C:22]=4[NH:21][C:20]3=[O:29])=[C:15]([CH3:17])[CH:16]=2)=[O:11])[CH2:6][CH2:5][O:4][CH2:3][CH2:2]1.[CH3:30][N:31]1[CH2:36][CH2:35][NH:34][CH2:33][CH2:32]1. (8) Given the product [CH:1]1([NH:4][C:5]2[C:6]([NH2:11])=[CH:7][CH:8]=[CH:9][CH:10]=2)[CH2:3][CH2:2]1, predict the reactants needed to synthesize it. The reactants are: [CH:1]1([NH:4][C:5]2[CH:10]=[CH:9][CH:8]=[CH:7][C:6]=2[N+:11]([O-])=O)[CH2:3][CH2:2]1.[H][H]. (9) Given the product [Si:20]([O:1][CH2:2][C@H:3]1[O:4][C@@H:9]([OH:10])[C@@H:7]([OH:8])[CH:5]1[OH:6])([C:16]([CH3:19])([CH3:18])[CH3:17])([C:27]1[CH:28]=[CH:29][CH:30]=[CH:31][CH:32]=1)[C:21]1[CH:26]=[CH:25][CH:24]=[CH:23][CH:22]=1, predict the reactants needed to synthesize it. The reactants are: [O:1]=[CH:2][C@H:3]([C@@H:5]([C@@H:7]([CH2:9][OH:10])[OH:8])[OH:6])[OH:4].N1C=CN=C1.[C:16]([Si:20](Cl)([C:27]1[CH:32]=[CH:31][CH:30]=[CH:29][CH:28]=1)[C:21]1[CH:26]=[CH:25][CH:24]=[CH:23][CH:22]=1)([CH3:19])([CH3:18])[CH3:17].